Task: Predict the product of the given reaction.. Dataset: Forward reaction prediction with 1.9M reactions from USPTO patents (1976-2016) (1) Given the reactants CS(O[CH2:6][CH2:7][CH2:8][S:9][C:10]1[N:11]([CH2:26][C:27]2[C:36]3[C:31](=[CH:32][CH:33]=[CH:34][CH:35]=3)[CH:30]=[CH:29][CH:28]=2)[CH:12]=[C:13]2[C:18]=1[C:17](=[O:19])[N:16]([CH3:20])[C:15](=[O:21])[N:14]2[CH2:22][CH:23]([CH3:25])[CH3:24])(=O)=O.[C-:37]#[N:38].[Na+], predict the reaction product. The product is: [CH3:20][N:16]1[C:17](=[O:19])[C:18]2=[C:10]([S:9][CH2:8][CH2:7][CH2:6][C:37]#[N:38])[N:11]([CH2:26][C:27]3[C:36]4[C:31](=[CH:32][CH:33]=[CH:34][CH:35]=4)[CH:30]=[CH:29][CH:28]=3)[CH:12]=[C:13]2[N:14]([CH2:22][CH:23]([CH3:24])[CH3:25])[C:15]1=[O:21]. (2) Given the reactants ClC(Cl)(O[C:5](=[O:11])OC(Cl)(Cl)Cl)Cl.[Br:13][C:14]1[CH:19]=[CH:18][N:17]=[C:16]([NH:20][NH2:21])[C:15]=1[I:22].C(#N)C.O.C(O)(C(F)(F)F)=O, predict the reaction product. The product is: [Br:13][C:14]1[CH:19]=[CH:18][N:17]2[C:5](=[O:11])[NH:21][N:20]=[C:16]2[C:15]=1[I:22].